Dataset: Catalyst prediction with 721,799 reactions and 888 catalyst types from USPTO. Task: Predict which catalyst facilitates the given reaction. (1) Reactant: C(O[C:4]1(O[Si](C)(C)C)[CH2:6][CH2:5]1)C.[F:12][C:13]1[CH:18]=[CH:17][C:16]([C:19]([N:21]2[CH2:26][CH2:25][N:24]([C:27]3[CH:32]=[CH:31][C:30]([O:33][CH:34]4[CH2:39][CH2:38][NH:37][CH2:36][CH2:35]4)=[CH:29][CH:28]=3)[CH2:23][CH2:22]2)=[O:20])=[CH:15][CH:14]=1.C([BH3-])#N. Product: [CH:4]1([N:37]2[CH2:38][CH2:39][CH:34]([O:33][C:30]3[CH:31]=[CH:32][C:27]([N:24]4[CH2:25][CH2:26][N:21]([C:19]([C:16]5[CH:17]=[CH:18][C:13]([F:12])=[CH:14][CH:15]=5)=[O:20])[CH2:22][CH2:23]4)=[CH:28][CH:29]=3)[CH2:35][CH2:36]2)[CH2:6][CH2:5]1. The catalyst class is: 130. (2) Reactant: [Br:1][C:2]1[CH:7]=[CH:6][C:5]([S:8][C:9]2[CH:17]=[CH:16][CH:15]=[CH:14][C:10]=2[C:11]([OH:13])=[O:12])=[C:4]([N+:18]([O-])=O)[CH:3]=1. Product: [NH2:18][C:4]1[CH:3]=[C:2]([Br:1])[CH:7]=[CH:6][C:5]=1[S:8][C:9]1[CH:17]=[CH:16][CH:15]=[CH:14][C:10]=1[C:11]([OH:13])=[O:12]. The catalyst class is: 29. (3) Reactant: [H-].C([Al+]CC(C)C)C(C)C.[Br:11][C:12]1[CH:13]=[C:14]([CH:20]=[C:21]([O:23][CH2:24][C:25]([CH3:27])=[CH2:26])[CH:22]=1)[C:15](OCC)=[O:16].C1(C)C=CC=CC=1.Cl. Product: [Br:11][C:12]1[CH:13]=[C:14]([CH2:15][OH:16])[CH:20]=[C:21]([O:23][CH2:24][C:25]([CH3:27])=[CH2:26])[CH:22]=1. The catalyst class is: 13. (4) Reactant: [Cl:1][C:2]1[C:3](/[CH:16]=[CH:17]/[CH2:18][OH:19])=[C:4]([C:12]([O:14][CH3:15])=[O:13])[C:5]2[O:9][C:8]([CH3:10])=[CH:7][C:6]=2[CH:11]=1.C(N(CC)CC)C.[CH3:27][S:28](Cl)(=[O:30])=[O:29]. Product: [Cl:1][C:2]1[C:3]([CH:16]=[CH:17][CH2:18][O:19][S:28]([CH3:27])(=[O:30])=[O:29])=[C:4]([C:12]([O:14][CH3:15])=[O:13])[C:5]2[O:9][C:8]([CH3:10])=[CH:7][C:6]=2[CH:11]=1. The catalyst class is: 4. (5) Reactant: F[C:2]1[CH:9]=[CH:8][C:7]([F:10])=[CH:6][C:3]=1[CH:4]=O.C(=O)([O-])[O-].[K+].[K+].[C:17]([O:21][CH2:22][CH3:23])(=[O:20])[CH2:18][SH:19].O. Product: [F:10][C:7]1[CH:8]=[CH:9][C:2]2[S:19][C:18]([C:17]([O:21][CH2:22][CH3:23])=[O:20])=[CH:4][C:3]=2[CH:6]=1. The catalyst class is: 3.